This data is from Forward reaction prediction with 1.9M reactions from USPTO patents (1976-2016). The task is: Predict the product of the given reaction. Given the reactants [F:1][C:2]1[CH:7]=[CH:6][C:5]([CH2:8][CH:9]([C:13]2[CH:18]=[CH:17][C:16]([S:19]([CH3:22])(=[O:21])=[O:20])=[CH:15][CH:14]=2)[C:10](O)=[O:11])=[CH:4][CH:3]=1.[CH3:23][O:24][CH2:25][C:26]1[N:27]=[CH:28][C:29]([NH2:32])=[N:30][CH:31]=1.CCN=C=NCCCN(C)C.Cl, predict the reaction product. The product is: [F:1][C:2]1[CH:7]=[CH:6][C:5]([CH2:8][CH:9]([C:13]2[CH:14]=[CH:15][C:16]([S:19]([CH3:22])(=[O:20])=[O:21])=[CH:17][CH:18]=2)[C:10]([NH:32][C:29]2[CH:28]=[N:27][C:26]([CH2:25][O:24][CH3:23])=[CH:31][N:30]=2)=[O:11])=[CH:4][CH:3]=1.